Dataset: M1 muscarinic receptor antagonist screen with 61,756 compounds. Task: Binary Classification. Given a drug SMILES string, predict its activity (active/inactive) in a high-throughput screening assay against a specified biological target. (1) The molecule is S(CCN1CCCCC1)c1n(c(nn1)CNc1ccc(F)cc1)CC. The result is 1 (active). (2) The drug is Clc1ccc(SCC(=O)Nc2c(ccc(c2)c2sc3n(n2)c(nn3)C)C)cc1. The result is 0 (inactive). (3) The molecule is S(=O)(=O)(N1CCCCCC1)c1cc(ccc1)C(=O)Nc1n(nc(c1)C)c1ncccc1. The result is 0 (inactive). (4) The drug is Fc1c(N2CCN(CC2)CCCNC(=O)Nc2ccc(F)cc2)cccc1. The result is 0 (inactive). (5) The molecule is S(c1nc2c(cc1CC)ccc(OC)c2)CC(=O)Nc1noc(c1)C. The result is 0 (inactive). (6) The molecule is Brc1oc(C(=O)Nc2sc3c(n2)c(Cl)ccc3)cc1. The result is 0 (inactive). (7) The drug is S(=O)(=O)(Cc1oc(cc1)C(=O)NCc1cccnc1)c1ccc(OC)cc1. The result is 0 (inactive).